Dataset: Full USPTO retrosynthesis dataset with 1.9M reactions from patents (1976-2016). Task: Predict the reactants needed to synthesize the given product. (1) Given the product [F:11][C:8]1[C:9]([F:10])=[C:2]([C:14]2[CH:19]=[CH:18][CH:17]=[CH:16][CH:15]=2)[C:3]([F:13])=[C:4]([F:12])[C:5]=1[C:6]#[N:7], predict the reactants needed to synthesize it. The reactants are: Br[C:2]1[C:9]([F:10])=[C:8]([F:11])[C:5]([C:6]#[N:7])=[C:4]([F:12])[C:3]=1[F:13].[C:14]1(B(O)O)[CH:19]=[CH:18][CH:17]=[CH:16][CH:15]=1.C(=O)([O-])[O-].[K+].[K+]. (2) Given the product [ClH:41].[ClH:24].[C:25]([O:28][C:29]1[CH:30]=[C:31]2[C:36](=[CH:37][C:38]=1[O:39][CH3:40])[N:35]=[CH:34][N:33]=[C:32]2[NH:1][C:2]1[CH:3]=[C:4]([NH:9][C:10]([C:12]2[CH:17]=[CH:16][N:15]=[C:14]([N:18]3[CH2:19][CH2:20][O:21][CH2:22][CH2:23]3)[CH:13]=2)=[O:11])[CH:5]=[CH:6][C:7]=1[CH3:8])(=[O:27])[CH3:26], predict the reactants needed to synthesize it. The reactants are: [NH2:1][C:2]1[CH:3]=[C:4]([NH:9][C:10]([C:12]2[CH:17]=[CH:16][N:15]=[C:14]([N:18]3[CH2:23][CH2:22][O:21][CH2:20][CH2:19]3)[CH:13]=2)=[O:11])[CH:5]=[CH:6][C:7]=1[CH3:8].[ClH:24].[C:25]([O:28][C:29]1[CH:30]=[C:31]2[C:36](=[CH:37][C:38]=1[O:39][CH3:40])[N:35]=[CH:34][N:33]=[C:32]2[Cl:41])(=[O:27])[CH3:26].